This data is from Forward reaction prediction with 1.9M reactions from USPTO patents (1976-2016). The task is: Predict the product of the given reaction. (1) Given the reactants [C:1]1([CH:8]=[CH:7][CH:6]=[C:4]([OH:5])[CH:3]=1)[OH:2].[C:9](O)(=[O:12])[CH:10]=[CH2:11], predict the reaction product. The product is: [OH:2][C:1]1[CH:3]=[C:4]2[C:6]([CH2:11][CH2:10][C:9](=[O:12])[O:5]2)=[CH:7][CH:8]=1. (2) Given the reactants [O:1]=[S:2]1(=[O:28])[C:7]2[CH:8]=[CH:9][CH:10]=[CH:11][C:6]=2[NH:5][C:4]([C:12]2[C:17](=[O:18])[N:16]([N:19]=[CH:20][CH:21]([CH3:23])C)[C:15]3[CH:24]=[CH:25][S:26][C:14]=3[C:13]=2[OH:27])=[N:3]1.CO.[BH4-].[Li+].Cl, predict the reaction product. The product is: [O:28]=[S:2]1(=[O:1])[C:7]2[CH:8]=[CH:9][CH:10]=[CH:11][C:6]=2[NH:5][C:4]([C:12]2[C:17](=[O:18])[N:16]([NH:19][CH:20]3[CH2:21][CH2:23][CH2:13][CH:12]([CH3:17])[CH2:4]3)[C:15]3[CH:24]=[CH:25][S:26][C:14]=3[C:13]=2[OH:27])=[N:3]1. (3) Given the reactants C(NC(C)C)(C)C.[Li]CCCC.[CH2:13]([O:20][C:21]1[CH:26]=[CH:25][C:24]([F:27])=[C:23]([F:28])[C:22]=1[F:29])[C:14]1[CH:19]=[CH:18][CH:17]=[CH:16][CH:15]=1.[C:30](=[O:32])=[O:31], predict the reaction product. The product is: [CH2:13]([O:20][C:21]1[C:22]([F:29])=[C:23]([F:28])[C:24]([F:27])=[C:25]([CH:26]=1)[C:30]([OH:32])=[O:31])[C:14]1[CH:15]=[CH:16][CH:17]=[CH:18][CH:19]=1. (4) Given the reactants [CH:1]1[CH:2]=[CH:3][C:4]([C@@H:7]([N:15]2[CH2:20][CH2:19][N:18]([CH2:21][CH2:22][O:23][CH2:24][C:25]([OH:27])=[O:26])[CH2:17][CH2:16]2)[C:8]2[CH:9]=[CH:10][C:11]([Cl:14])=[CH:12][CH:13]=2)=[CH:5][CH:6]=1.[ClH:28], predict the reaction product. The product is: [CH:1]1[CH:2]=[CH:3][C:4]([C@@H:7]([N:15]2[CH2:20][CH2:19][N:18]([CH2:21][CH2:22][O:23][CH2:24][C:25]([OH:27])=[O:26])[CH2:17][CH2:16]2)[C:8]2[CH:9]=[CH:10][C:11]([Cl:14])=[CH:12][CH:13]=2)=[CH:5][CH:6]=1.[ClH:28].[ClH:14]. (5) Given the reactants [O:1]=[C:2]1[C:10]2([C:14]3=[CH:15][C:16]4[O:20][CH2:19][O:18][C:17]=4[CH:21]=[C:13]3[O:12][CH2:11]2)[C:9]2[C:4](=[CH:5][CH:6]=[CH:7][CH:8]=2)[N:3]1[CH2:22][C:23](O)=O.[F:26][C:27]1[CH:28]=[C:29]([NH2:34])[C:30]([NH2:33])=[CH:31][CH:32]=1, predict the reaction product. The product is: [F:26][C:27]1[CH:32]=[CH:31][C:30]2[NH:33][C:23]([CH2:22][N:3]3[C:4]4[C:9](=[CH:8][CH:7]=[CH:6][CH:5]=4)[C:10]4([C:14]5=[CH:15][C:16]6[O:20][CH2:19][O:18][C:17]=6[CH:21]=[C:13]5[O:12][CH2:11]4)[C:2]3=[O:1])=[N:34][C:29]=2[CH:28]=1. (6) Given the reactants [H-].[Na+].Cl[CH2:4][CH2:5][S:6](Cl)(=[O:8])=[O:7].[F:10][C:11]1[CH:31]=[CH:30][C:14]([O:15][C:16]2[CH:21]=[CH:20][C:19]([C:22]3[C:23]([NH2:29])=[N:24][CH:25]=[C:26]([CH3:28])[CH:27]=3)=[CH:18][CH:17]=2)=[CH:13][C:12]=1[O:32][CH3:33], predict the reaction product. The product is: [F:10][C:11]1[CH:31]=[CH:30][C:14]([O:15][C:16]2[CH:17]=[CH:18][C:19]([C:22]3[C:23]4=[N:29][S:6](=[O:8])(=[O:7])[CH2:5][CH2:4][N:24]4[CH:25]=[C:26]([CH3:28])[CH:27]=3)=[CH:20][CH:21]=2)=[CH:13][C:12]=1[O:32][CH3:33]. (7) Given the reactants [Br:1][C:2]1[CH:3]=[CH:4][CH:5]=[C:6]2[C:11]=1[N:10]=[C:9](SC)[N:8]([C:14]1[CH:19]=[CH:18][CH:17]=[CH:16][N:15]=1)[C:7]2=[O:20].ClC1C=C(C=CC=1)C(OO)=O.[CH:32]([NH2:35])([CH3:34])[CH3:33], predict the reaction product. The product is: [Br:1][C:2]1[CH:3]=[CH:4][CH:5]=[C:6]2[C:11]=1[N:10]=[C:9]([NH:35][CH:32]([CH3:34])[CH3:33])[N:8]([C:14]1[CH:19]=[CH:18][CH:17]=[CH:16][N:15]=1)[C:7]2=[O:20].